Dataset: NCI-60 drug combinations with 297,098 pairs across 59 cell lines. Task: Regression. Given two drug SMILES strings and cell line genomic features, predict the synergy score measuring deviation from expected non-interaction effect. (1) Drug 1: C1CCN(CC1)CCOC2=CC=C(C=C2)C(=O)C3=C(SC4=C3C=CC(=C4)O)C5=CC=C(C=C5)O. Drug 2: CC1OCC2C(O1)C(C(C(O2)OC3C4COC(=O)C4C(C5=CC6=C(C=C35)OCO6)C7=CC(=C(C(=C7)OC)O)OC)O)O. Cell line: EKVX. Synergy scores: CSS=43.9, Synergy_ZIP=-0.626, Synergy_Bliss=-4.61, Synergy_Loewe=-3.01, Synergy_HSA=-4.53. (2) Drug 1: C1=C(C(=O)NC(=O)N1)F. Drug 2: C1=NC2=C(N1)C(=S)N=CN2. Cell line: NCI/ADR-RES. Synergy scores: CSS=31.7, Synergy_ZIP=-13.9, Synergy_Bliss=-21.1, Synergy_Loewe=-14.6, Synergy_HSA=-12.9. (3) Synergy scores: CSS=54.0, Synergy_ZIP=-9.70, Synergy_Bliss=-8.06, Synergy_Loewe=-6.40, Synergy_HSA=-3.77. Drug 1: CC(CN1CC(=O)NC(=O)C1)N2CC(=O)NC(=O)C2. Cell line: SF-295. Drug 2: CC1=C(C(=O)C2=C(C1=O)N3CC4C(C3(C2COC(=O)N)OC)N4)N. (4) Drug 1: CC1OCC2C(O1)C(C(C(O2)OC3C4COC(=O)C4C(C5=CC6=C(C=C35)OCO6)C7=CC(=C(C(=C7)OC)O)OC)O)O. Drug 2: CCC(=C(C1=CC=CC=C1)C2=CC=C(C=C2)OCCN(C)C)C3=CC=CC=C3.C(C(=O)O)C(CC(=O)O)(C(=O)O)O. Cell line: TK-10. Synergy scores: CSS=24.2, Synergy_ZIP=-8.27, Synergy_Bliss=-1.67, Synergy_Loewe=-7.57, Synergy_HSA=-0.848. (5) Drug 1: CCCCC(=O)OCC(=O)C1(CC(C2=C(C1)C(=C3C(=C2O)C(=O)C4=C(C3=O)C=CC=C4OC)O)OC5CC(C(C(O5)C)O)NC(=O)C(F)(F)F)O. Drug 2: CN(CCCl)CCCl.Cl. Cell line: UACC-257. Synergy scores: CSS=29.8, Synergy_ZIP=0.727, Synergy_Bliss=1.97, Synergy_Loewe=-17.3, Synergy_HSA=1.63. (6) Drug 1: C1CCC(CC1)NC(=O)N(CCCl)N=O. Drug 2: CN(C(=O)NC(C=O)C(C(C(CO)O)O)O)N=O. Cell line: TK-10. Synergy scores: CSS=-2.01, Synergy_ZIP=-3.84, Synergy_Bliss=-8.06, Synergy_Loewe=-12.7, Synergy_HSA=-7.96.